This data is from Forward reaction prediction with 1.9M reactions from USPTO patents (1976-2016). The task is: Predict the product of the given reaction. (1) Given the reactants Cl.Cl.[N:3]1[CH:8]=[CH:7][CH:6]=[CH:5][C:4]=1[C:9]1([NH2:12])[CH2:11][CH2:10]1.C(N(C(C)C)CC)(C)C.[F:22][C:23]1[C:24]2[N:25]([N:47]=[C:48]([C:54]3[CH:59]=[CH:58][C:57]([F:60])=[CH:56][CH:55]=3)[C:49]=2[C:50](=[O:53])[NH:51][CH3:52])[CH:26]=[CH:27][C:28]=1[C:29]1[C:30]([CH3:46])=[N:31][C:32]([O:38][CH2:39][CH:40]2[CH2:45][CH2:44][O:43][CH2:42][CH2:41]2)=[C:33]([CH:37]=1)[C:34]([OH:36])=[O:35].CN(C(ON1N=NC2C=CC=NC1=2)=[N+](C)C)C.F[P-](F)(F)(F)(F)F, predict the reaction product. The product is: [C:34]([O-:36])(=[O:35])[CH3:33].[NH4+:3].[F:22][C:23]1[C:24]2[N:25]([N:47]=[C:48]([C:54]3[CH:59]=[CH:58][C:57]([F:60])=[CH:56][CH:55]=3)[C:49]=2[C:50]([NH:51][CH3:52])=[O:53])[CH:26]=[CH:27][C:28]=1[C:29]1[C:30]([CH3:46])=[N:31][C:32]([O:38][CH2:39][CH:40]2[CH2:41][CH2:42][O:43][CH2:44][CH2:45]2)=[C:33]([C:34](=[O:35])[NH:12][C:9]2([C:4]3[CH:5]=[CH:6][CH:7]=[CH:8][N:3]=3)[CH2:11][CH2:10]2)[CH:37]=1. (2) Given the reactants Cl[C:2]1[N:10]=[C:9]([C:11]([F:14])([F:13])[F:12])[CH:8]=[CH:7][C:3]=1[C:4]([OH:6])=[O:5].C[Si]([N-][Si](C)(C)C)(C)C.[Li+].[NH2:25][C:26]1[CH:31]=[CH:30][CH:29]=[CH:28][CH:27]=1, predict the reaction product. The product is: [C:26]1([NH:25][C:2]2[N:10]=[C:9]([C:11]([F:14])([F:13])[F:12])[CH:8]=[CH:7][C:3]=2[C:4]([OH:6])=[O:5])[CH:31]=[CH:30][CH:29]=[CH:28][CH:27]=1. (3) Given the reactants CON(C)[C:4](=[O:11])[CH:5]([O:7][CH2:8][CH:9]=[CH2:10])[CH3:6].[CH:13]([Mg]Br)=[CH2:14].Cl, predict the reaction product. The product is: [CH2:8]([O:7][CH:5]([CH3:6])[C:4](=[O:11])[CH:13]=[CH2:14])[CH:9]=[CH2:10]. (4) Given the reactants [C:1]([O:5][C:6]([N:8]1[CH2:18][CH2:17][CH2:16][C:10]2([O:14][C:13](=[O:15])[NH:12][CH2:11]2)[CH2:9]1)=[O:7])([CH3:4])([CH3:3])[CH3:2].Br[C:20]1[CH:21]=[CH:22][C:23]([N+:26]([O-:28])=[O:27])=[N:24][CH:25]=1, predict the reaction product. The product is: [C:1]([O:5][C:6]([N:8]1[CH2:18][CH2:17][CH2:16][C:10]2([O:14][C:13](=[O:15])[N:12]([C:20]3[CH:25]=[N:24][C:23]([N+:26]([O-:28])=[O:27])=[CH:22][CH:21]=3)[CH2:11]2)[CH2:9]1)=[O:7])([CH3:4])([CH3:2])[CH3:3]. (5) Given the reactants Cl[C:2]1[N:7]=[C:6]([CH3:8])[N:5]=[C:4]([NH:9][C:10]2[C:11]([CH3:18])=[N:12][C:13]([CH3:17])=[CH:14][C:15]=2[CH3:16])[C:3]=1[N+:19]([O-:21])=[O:20].[CH2:22]([CH:24]([NH2:27])[CH2:25][CH3:26])[CH3:23], predict the reaction product. The product is: [CH2:22]([CH:24]([NH:27][C:2]1[C:3]([N+:19]([O-:21])=[O:20])=[C:4]([NH:9][C:10]2[C:11]([CH3:18])=[N:12][C:13]([CH3:17])=[CH:14][C:15]=2[CH3:16])[N:5]=[C:6]([CH3:8])[N:7]=1)[CH2:25][CH3:26])[CH3:23].